The task is: Regression. Given two drug SMILES strings and cell line genomic features, predict the synergy score measuring deviation from expected non-interaction effect.. This data is from NCI-60 drug combinations with 297,098 pairs across 59 cell lines. (1) Drug 1: CNC(=O)C1=CC=CC=C1SC2=CC3=C(C=C2)C(=NN3)C=CC4=CC=CC=N4. Drug 2: CN(C)C1=NC(=NC(=N1)N(C)C)N(C)C. Cell line: NCI/ADR-RES. Synergy scores: CSS=-4.07, Synergy_ZIP=0.997, Synergy_Bliss=-2.05, Synergy_Loewe=-3.03, Synergy_HSA=-4.17. (2) Drug 1: C1=NC2=C(N1)C(=S)N=CN2. Drug 2: CN(C(=O)NC(C=O)C(C(C(CO)O)O)O)N=O. Cell line: HOP-62. Synergy scores: CSS=15.3, Synergy_ZIP=-3.89, Synergy_Bliss=-1.65, Synergy_Loewe=1.09, Synergy_HSA=1.31. (3) Drug 1: CCCCCOC(=O)NC1=NC(=O)N(C=C1F)C2C(C(C(O2)C)O)O. Drug 2: CC12CCC3C(C1CCC2OP(=O)(O)O)CCC4=C3C=CC(=C4)OC(=O)N(CCCl)CCCl.[Na+]. Cell line: HCC-2998. Synergy scores: CSS=10.8, Synergy_ZIP=-3.43, Synergy_Bliss=-5.04, Synergy_Loewe=-0.972, Synergy_HSA=-2.24. (4) Drug 1: C1CC(C1)(C(=O)O)C(=O)O.[NH2-].[NH2-].[Pt+2]. Drug 2: CCC1(C2=C(COC1=O)C(=O)N3CC4=CC5=C(C=CC(=C5CN(C)C)O)N=C4C3=C2)O.Cl. Cell line: HT29. Synergy scores: CSS=38.5, Synergy_ZIP=2.33, Synergy_Bliss=4.14, Synergy_Loewe=-35.0, Synergy_HSA=4.26. (5) Drug 1: CC1=C(C(CCC1)(C)C)C=CC(=CC=CC(=CC(=O)O)C)C. Drug 2: CCC1(C2=C(COC1=O)C(=O)N3CC4=CC5=C(C=CC(=C5CN(C)C)O)N=C4C3=C2)O.Cl. Cell line: SK-MEL-28. Synergy scores: CSS=25.3, Synergy_ZIP=-9.32, Synergy_Bliss=-4.42, Synergy_Loewe=-17.2, Synergy_HSA=-1.35. (6) Drug 1: CC1CCC2CC(C(=CC=CC=CC(CC(C(=O)C(C(C(=CC(C(=O)CC(OC(=O)C3CCCCN3C(=O)C(=O)C1(O2)O)C(C)CC4CCC(C(C4)OC)OCCO)C)C)O)OC)C)C)C)OC. Drug 2: C(=O)(N)NO. Cell line: K-562. Synergy scores: CSS=35.5, Synergy_ZIP=0.571, Synergy_Bliss=-1.72, Synergy_Loewe=-13.5, Synergy_HSA=2.31. (7) Drug 1: CC1=CC=C(C=C1)C2=CC(=NN2C3=CC=C(C=C3)S(=O)(=O)N)C(F)(F)F. Drug 2: CN(CCCl)CCCl.Cl. Cell line: RPMI-8226. Synergy scores: CSS=31.0, Synergy_ZIP=-0.251, Synergy_Bliss=-0.983, Synergy_Loewe=-13.5, Synergy_HSA=1.44. (8) Drug 1: CCCS(=O)(=O)NC1=C(C(=C(C=C1)F)C(=O)C2=CNC3=C2C=C(C=N3)C4=CC=C(C=C4)Cl)F. Drug 2: CC1=C2C(C(=O)C3(C(CC4C(C3C(C(C2(C)C)(CC1OC(=O)C(C(C5=CC=CC=C5)NC(=O)OC(C)(C)C)O)O)OC(=O)C6=CC=CC=C6)(CO4)OC(=O)C)OC)C)OC. Cell line: HOP-62. Synergy scores: CSS=52.4, Synergy_ZIP=16.2, Synergy_Bliss=16.3, Synergy_Loewe=1.61, Synergy_HSA=15.8. (9) Drug 1: CCC1=CC2CC(C3=C(CN(C2)C1)C4=CC=CC=C4N3)(C5=C(C=C6C(=C5)C78CCN9C7C(C=CC9)(C(C(C8N6C)(C(=O)OC)O)OC(=O)C)CC)OC)C(=O)OC.C(C(C(=O)O)O)(C(=O)O)O. Drug 2: C#CCC(CC1=CN=C2C(=N1)C(=NC(=N2)N)N)C3=CC=C(C=C3)C(=O)NC(CCC(=O)O)C(=O)O. Cell line: SNB-19. Synergy scores: CSS=10.8, Synergy_ZIP=-0.768, Synergy_Bliss=-0.0306, Synergy_Loewe=0.379, Synergy_HSA=-0.103. (10) Drug 1: C1=CN(C(=O)N=C1N)C2C(C(C(O2)CO)O)O.Cl. Drug 2: C(=O)(N)NO. Cell line: TK-10. Synergy scores: CSS=22.1, Synergy_ZIP=-3.70, Synergy_Bliss=1.66, Synergy_Loewe=-14.5, Synergy_HSA=-1.17.